This data is from Full USPTO retrosynthesis dataset with 1.9M reactions from patents (1976-2016). The task is: Predict the reactants needed to synthesize the given product. (1) Given the product [CH3:1][S:2][C:3]1[S:4][CH:5]=[C:6]([C:8]([Cl:13])=[O:10])[N:7]=1, predict the reactants needed to synthesize it. The reactants are: [CH3:1][S:2][C:3]1[S:4][CH:5]=[C:6]([C:8]([OH:10])=O)[N:7]=1.S(Cl)([Cl:13])=O. (2) Given the product [NH2:1][C:2]1[N:10]=[C:9]([O:11][CH2:12][CH2:13][O:14][CH3:15])[N:8]=[C:7]2[C:3]=1[N:4]=[C:5]([Br:27])[N:6]2[CH2:16][C:17]1[CH:18]=[C:19]([CH2:20][OH:21])[CH:24]=[CH:25][CH:26]=1, predict the reactants needed to synthesize it. The reactants are: [NH2:1][C:2]1[N:10]=[C:9]([O:11][CH2:12][CH2:13][O:14][CH3:15])[N:8]=[C:7]2[C:3]=1[N:4]=[C:5]([Br:27])[N:6]2[CH2:16][C:17]1[CH:18]=[C:19]([CH:24]=[CH:25][CH:26]=1)[C:20](OC)=[O:21].CC(C[AlH]CC(C)C)C. (3) Given the product [C:10]1([C:9]([C:16]2[CH:21]=[CH:20][CH:19]=[CH:18][CH:17]=2)=[N:22][NH:23][C:2]2[CH:3]=[CH:4][C:5](=[O:8])[NH:6][CH:7]=2)[CH:11]=[CH:12][CH:13]=[CH:14][CH:15]=1, predict the reactants needed to synthesize it. The reactants are: Br[C:2]1[CH:3]=[CH:4][C:5](=[O:8])[NH:6][CH:7]=1.[C:9](=[N:22][NH2:23])([C:16]1[CH:21]=[CH:20][CH:19]=[CH:18][CH:17]=1)[C:10]1[CH:15]=[CH:14][CH:13]=[CH:12][CH:11]=1.C1(P(C2C=CC=CC=2)C2C3OC4C(=CC=CC=4P(C4C=CC=CC=4)C4C=CC=CC=4)C(C)(C)C=3C=CC=2)C=CC=CC=1.CC(C)([O-])C.[Na+]. (4) The reactants are: [NH:1]1[CH2:6][CH2:5][CH2:4][CH2:3][CH:2]1[CH:7]1[N:12]2[C:13](=[O:19])[NH:14][C:15]3=[CH:16][CH:17]=[CH:18][C:10](=[C:11]23)[O:9][CH2:8]1.C(O)(=O)C.[Br:24]N1C(=O)CCC1=O. Given the product [Br:24][C:18]1[C:10]2[O:9][CH2:8][CH:7]([CH:2]3[CH2:3][CH2:4][CH2:5][CH2:6][NH:1]3)[N:12]3[C:13](=[O:19])[NH:14][C:15]([C:11]=23)=[CH:16][CH:17]=1, predict the reactants needed to synthesize it. (5) Given the product [CH2:8]([N:15]1[CH2:20][CH:19]=[C:18]([C:21]2[CH:26]=[CH:25][C:24]([N:30]3[CH:34]=[CH:33][N:32]=[CH:31]3)=[CH:23][CH:22]=2)[C:17]([CH3:29])([CH3:28])[CH2:16]1)[C:9]1[CH:14]=[CH:13][CH:12]=[CH:11][CH:10]=1, predict the reactants needed to synthesize it. The reactants are: FC(F)(F)C([O-])=O.[CH2:8]([NH+:15]1[CH2:20][CH:19]=[C:18]([C:21]2[CH:26]=[CH:25][C:24](Br)=[CH:23][CH:22]=2)[C:17]([CH3:29])([CH3:28])[CH2:16]1)[C:9]1[CH:14]=[CH:13][CH:12]=[CH:11][CH:10]=1.[NH:30]1[CH:34]=[CH:33][N:32]=[CH:31]1.C([O-])([O-])=O.[Cs+].[Cs+].CN[C@@H]1CCCC[C@H]1NC. (6) Given the product [C:2]1([NH:16][C:15]2[CH:17]=[C:18]([C:21]3[CH:26]=[CH:25][CH:24]=[CH:23][CH:22]=3)[CH:19]=[CH:20][C:14]=2[C:8]2[CH:9]=[CH:10][CH:11]=[CH:12][CH:13]=2)[CH:7]=[CH:6][CH:5]=[CH:4][CH:3]=1, predict the reactants needed to synthesize it. The reactants are: Br[C:2]1[CH:7]=[CH:6][CH:5]=[CH:4][CH:3]=1.[C:8]1([C:14]2[CH:20]=[CH:19][C:18]([C:21]3[CH:26]=[CH:25][CH:24]=[CH:23][CH:22]=3)=[CH:17][C:15]=2[NH2:16])[CH:13]=[CH:12][CH:11]=[CH:10][CH:9]=1.C1(P(C2C=CC=CC=2)C2C=CC3C(=CC=CC=3)C=2C2C3C(=CC=CC=3)C=CC=2P(C2C=CC=CC=2)C2C=CC=CC=2)C=CC=CC=1.CC(C)([O-])C.[Na+]. (7) Given the product [C:28]([Si:25]([CH3:26])([CH3:27])[O:24][C:21]1[CH:20]=[CH:19][C:18]([NH:17][C:13]2[N:14]=[CH:15][N:16]=[C:11]([O:10][C:9]3[CH:32]=[CH:33][C:6]([NH:1][C:2](=[O:3])[NH:4][C:35]4[CH:36]=[C:37]([CH:41]=[C:42]([C:44]([F:45])([F:47])[F:46])[CH:43]=4)[C:38]([NH2:40])=[O:39])=[CH:7][CH:8]=3)[CH:12]=2)=[CH:23][CH:22]=1)([CH3:29])([CH3:30])[CH3:31], predict the reactants needed to synthesize it. The reactants are: [NH2:1][C:2]([NH2:4])=[O:3].N[C:6]1[CH:33]=[CH:32][C:9]([O:10][C:11]2[N:16]=[CH:15][N:14]=[C:13]([NH:17][C:18]3[CH:23]=[CH:22][C:21]([O:24][Si:25]([C:28]([CH3:31])([CH3:30])[CH3:29])([CH3:27])[CH3:26])=[CH:20][CH:19]=3)[CH:12]=2)=[CH:8][CH:7]=1.N[C:35]1[CH:36]=[C:37]([CH:41]=[C:42]([C:44]([F:47])([F:46])[F:45])[CH:43]=1)[C:38]([NH2:40])=[O:39]. (8) Given the product [CH2:1]([S:3]([C:6]1[CH:7]=[C:8]([C:12]2[CH:20]=[CH:19][C:18]([O:21][CH2:43][CH2:44][O:47][CH3:48])=[C:17]3[C:13]=2[C:14]2[CH:25]=[C:24]([CH3:26])[CH:23]=[N:22][C:15]=2[NH:16]3)[CH:9]=[CH:10][CH:11]=1)(=[O:5])=[O:4])[CH3:2], predict the reactants needed to synthesize it. The reactants are: [CH2:1]([S:3]([C:6]1[CH:7]=[C:8]([C:12]2[CH:20]=[CH:19][C:18]([OH:21])=[C:17]3[C:13]=2[C:14]2[CH:25]=[C:24]([CH3:26])[CH:23]=[N:22][C:15]=2[NH:16]3)[CH:9]=[CH:10][CH:11]=1)(=[O:5])=[O:4])[CH3:2].C(S(C1C=C(C2C=C[C:44]([O:47][CH2:48]CCN(C)C)=[C:43]3C=2C2C=C(C)C=NC=2N3)C=CC=1)(=O)=O)C. (9) Given the product [CH3:1][O:2][C:3]1[C:8]([O:9][CH3:10])=[CH:7][CH:6]=[CH:5][C:4]=1[C:11]([C:13]1[CH:18]=[C:17]([O:19][CH3:20])[CH:16]=[C:15]([O:21][CH3:22])[CH:14]=1)=[CH:31][C:32]#[N:33], predict the reactants needed to synthesize it. The reactants are: [CH3:1][O:2][C:3]1[C:8]([O:9][CH3:10])=[CH:7][CH:6]=[CH:5][C:4]=1[C:11]([C:13]1[CH:18]=[C:17]([O:19][CH3:20])[CH:16]=[C:15]([O:21][CH3:22])[CH:14]=1)=O.C(OP([CH2:31][C:32]#[N:33])(=O)OCC)C.C[Si]([N-][Si](C)(C)C)(C)C.[Li+].O1C2C=CC(C(C3C=C(OC)C=C(OC)C=3)=CC#N)=CC=2OCC1. (10) The reactants are: [Cl:1][C:2]1[C:10]2[N:9]=[C:8]3[N:11]([C:15]4[C:16]([CH3:24])=[N:17][C:18]([N:21]([CH3:23])[CH3:22])=[CH:19][CH:20]=4)[CH2:12][CH2:13][CH2:14][N:7]3[C:6]=2[C:5]([CH2:25][OH:26])=[CH:4][CH:3]=1. Given the product [Cl:1][C:2]1[CH:3]=[CH:4][C:5]([CH:25]=[O:26])=[C:6]2[C:10]=1[N:9]=[C:8]1[N:11]([C:15]3[C:16]([CH3:24])=[N:17][C:18]([N:21]([CH3:23])[CH3:22])=[CH:19][CH:20]=3)[CH2:12][CH2:13][CH2:14][N:7]21, predict the reactants needed to synthesize it.